From a dataset of Full USPTO retrosynthesis dataset with 1.9M reactions from patents (1976-2016). Predict the reactants needed to synthesize the given product. (1) Given the product [NH2:1][C:2]1[N:7]=[C:6]([C:8]2[N:12]([CH2:29][O:30][CH2:31][CH2:32][Si:33]([CH3:36])([CH3:35])[CH3:34])[C:11]([C:13]3[CH:18]=[C:17]([Cl:19])[CH:16]=[CH:15][C:14]=3[CH3:20])=[C:10]([C:21]([O:23][CH2:24][CH3:25])=[O:22])[CH:9]=2)[CH:5]=[CH:4][N:3]=1, predict the reactants needed to synthesize it. The reactants are: [NH2:1][C:2]1[N:7]=[C:6]([C:8]2[NH:12][C:11]([C:13]3[CH:18]=[C:17]([Cl:19])[CH:16]=[CH:15][C:14]=3[CH3:20])=[C:10]([C:21]([O:23][CH2:24][CH3:25])=[O:22])[CH:9]=2)[CH:5]=[CH:4][N:3]=1.[H-].[Na+].Cl[CH2:29][O:30][CH2:31][CH2:32][Si:33]([CH3:36])([CH3:35])[CH3:34].[Na+].[Cl-]. (2) Given the product [CH:1]([C:4]1[O:8][C:7]([C:9]2[CH:14]=[CH:13][CH:12]=[CH:11][C:10]=2[OH:15])=[N:6][C:5]=1[CH2:17][CH2:18][C:19]([C:21]1[CH:26]=[CH:25][C:24]([CH2:27][CH2:28][C:29]([O:31][CH3:32])=[O:30])=[C:23]([CH3:33])[CH:22]=1)=[O:20])([CH3:3])[CH3:2], predict the reactants needed to synthesize it. The reactants are: [CH:1]([C:4]1[O:8][C:7]([C:9]2[CH:14]=[CH:13][CH:12]=[CH:11][C:10]=2[O:15]C)=[N:6][C:5]=1[CH2:17][CH2:18][C:19]([C:21]1[CH:26]=[CH:25][C:24]([CH2:27][CH2:28][C:29]([O:31][CH3:32])=[O:30])=[C:23]([CH3:33])[CH:22]=1)=[O:20])([CH3:3])[CH3:2].ClB(Cl)Cl.